Dataset: Reaction yield outcomes from USPTO patents with 853,638 reactions. Task: Predict the reaction yield, written as a fraction of the theoretical maximum amount of product (1.0 means a 100% yield; for example, 0.34 means a 34% yield). (1) The reactants are [NH2:1][C:2]1[N:7]=[CH:6][N:5]=[C:4]2[N:8]([CH:12]([C:14]3[O:15][C:16]4[C:21]([C:22](=[O:31])[C:23]=3[C:24]3[CH:29]=[CH:28][CH:27]=[C:26]([F:30])[CH:25]=3)=[CH:20][CH:19]=[CH:18][CH:17]=4)[CH3:13])[N:9]=[C:10](I)[C:3]=12.[NH:32]1[C:40]2[CH:39]=[CH:38][CH:37]=[C:36](B3OC(C)(C)C(C)(C)O3)[C:35]=2[CH:34]=[N:33]1.C(=O)([O-])[O-].[Na+].[Na+].ClCCl. The catalyst is CN(C=O)C.C(O)C.O. The product is [NH2:1][C:2]1[N:7]=[CH:6][N:5]=[C:4]2[N:8]([CH:12]([C:14]3[O:15][C:16]4[C:21]([C:22](=[O:31])[C:23]=3[C:24]3[CH:29]=[CH:28][CH:27]=[C:26]([F:30])[CH:25]=3)=[CH:20][CH:19]=[CH:18][CH:17]=4)[CH3:13])[N:9]=[C:10]([C:36]3[CH:37]=[CH:38][CH:39]=[C:40]4[C:35]=3[CH:34]=[N:33][NH:32]4)[C:3]=12. The yield is 0.130. (2) The reactants are Cl[C:2]1[CH:3]=[CH:4][C:5]2[N:6]([CH:8]=[C:9]([C:11]([N:13]3[CH2:18][CH2:17][CH:16]([C:19]4[CH:24]=[CH:23][CH:22]=[CH:21][C:20]=4[C:25]([F:28])([F:27])[F:26])[CH2:15][CH2:14]3)=[O:12])[N:10]=2)[N:7]=1.[CH3:29]B1OB(C)OB(C)O1.C([O-])([O-])=O.[K+].[K+].O1CCOCC1. The catalyst is CCOC(C)=O.C1C=CC(P(C2C=CC=CC=2)[C-]2C=CC=C2)=CC=1.C1C=CC(P(C2C=CC=CC=2)[C-]2C=CC=C2)=CC=1.[Fe+2].O. The product is [CH3:29][C:2]1[CH:3]=[CH:4][C:5]2[N:6]([CH:8]=[C:9]([C:11]([N:13]3[CH2:18][CH2:17][CH:16]([C:19]4[CH:24]=[CH:23][CH:22]=[CH:21][C:20]=4[C:25]([F:26])([F:27])[F:28])[CH2:15][CH2:14]3)=[O:12])[N:10]=2)[N:7]=1. The yield is 0.520.